This data is from Forward reaction prediction with 1.9M reactions from USPTO patents (1976-2016). The task is: Predict the product of the given reaction. (1) Given the reactants [ClH:1].C(OCC)(=O)C.[C:8]([C:10]1[N:11]=[C:12]([C:23]2[CH:28]=[CH:27][C:26]([O:29][CH3:30])=[CH:25][CH:24]=2)[N:13]([C:15]2[CH:20]=[CH:19][C:18]([O:21][CH3:22])=[CH:17][CH:16]=2)[CH:14]=1)#[N:9], predict the reaction product. The product is: [ClH:1].[C:8]([C:10]1[N:11]=[C:12]([C:23]2[CH:24]=[CH:25][C:26]([O:29][CH3:30])=[CH:27][CH:28]=2)[N:13]([C:15]2[CH:16]=[CH:17][C:18]([O:21][CH3:22])=[CH:19][CH:20]=2)[CH:14]=1)#[N:9]. (2) Given the reactants Cl[C:2]1[C:3]2[CH:10]=[CH:9][NH:8][C:4]=2[N:5]=[CH:6][N:7]=1.C(OC([N:18]1[CH2:27][CH2:26][NH:25][CH2:24][C:19]21[CH2:23][CH2:22][CH2:21][CH2:20]2)=O)(C)(C)C, predict the reaction product. The product is: [CH2:20]1[C:19]2([CH2:24][N:25]([C:2]3[C:3]4[CH:10]=[CH:9][NH:8][C:4]=4[N:5]=[CH:6][N:7]=3)[CH2:26][CH2:27][NH:18]2)[CH2:23][CH2:22][CH2:21]1. (3) Given the reactants Cl[C:2]1[N:7]=[C:6](Cl)[C:5]([F:9])=[CH:4][N:3]=1.[C:10]([O:14][C:15]([NH:17][C:18]1[CH:19]=[C:20]([CH:22]=[CH:23][CH:24]=1)[NH2:21])=[O:16])([CH3:13])([CH3:12])[CH3:11], predict the reaction product. The product is: [C:10]([O:14][C:15]([NH:17][C:18]1[CH:19]=[C:20]([NH:21][C:2]2[N:7]=[C:6]([NH:21][C:20]3[CH:22]=[CH:23][CH:24]=[C:18]([NH:17][C:15]([O:14][C:10]([CH3:13])([CH3:12])[CH3:11])=[O:16])[CH:19]=3)[C:5]([F:9])=[CH:4][N:3]=2)[CH:22]=[CH:23][CH:24]=1)=[O:16])([CH3:13])([CH3:11])[CH3:12]. (4) Given the reactants [F:1][C:2]1[CH:10]=[CH:9][C:5]([C:6]([NH2:8])=[S:7])=[CH:4][CH:3]=1.Br[CH2:12][C:13]([C:15]1[CH:20]=[CH:19][C:18]([Br:21])=[CH:17][CH:16]=1)=O, predict the reaction product. The product is: [F:1][C:2]1[CH:10]=[CH:9][C:5]([C:6]2[S:7][CH:12]=[C:13]([C:15]3[CH:20]=[CH:19][C:18]([Br:21])=[CH:17][CH:16]=3)[N:8]=2)=[CH:4][CH:3]=1.